Predict the product of the given reaction. From a dataset of Forward reaction prediction with 1.9M reactions from USPTO patents (1976-2016). (1) Given the reactants [O:1]1[CH:5]=[CH:4][CH:3]=[CH:2]1.[Li]CCCC.C[Si](Cl)(C)C.[CH2:16]1[O:18][CH2:17]1.C1C[O:22]CC1, predict the reaction product. The product is: [OH:18][CH2:16][CH2:17][C:5]1[O:1][C:2](=[O:22])[CH2:3][CH:4]=1. (2) Given the reactants [N:1]1[CH:6]=[CH:5][CH:4]=[C:3]([C:7]2[C:11]([NH2:12])=[CH:10][NH:9][N:8]=2)[CH:2]=1.[F:13][C:14]1[CH:22]=[CH:21][CH:20]=[C:19]([F:23])[C:15]=1[C:16](O)=[O:17].C(Cl)CCl.C1C=CC2N(O)N=NC=2C=1, predict the reaction product. The product is: [F:13][C:14]1[CH:22]=[CH:21][CH:20]=[C:19]([F:23])[C:15]=1[C:16]([NH:12][C:11]1[C:7]([C:3]2[CH:2]=[N:1][CH:6]=[CH:5][CH:4]=2)=[N:8][NH:9][CH:10]=1)=[O:17]. (3) Given the reactants Br[C:2]1[S:3][C:4]2[CH:10]=[C:9]([C:11]([O:13][CH3:14])=[O:12])[CH:8]=[CH:7][C:5]=2[N:6]=1.C([N:22]1[CH2:27][CH2:26][NH:25][CH2:24][CH2:23]1)(OC(C)(C)C)=O.C(=O)([O-])[O-].[K+].[K+].FC(F)(F)C(O)=O.ClCCl, predict the reaction product. The product is: [N:22]1([C:2]2[S:3][C:4]3[CH:10]=[C:9]([C:11]([O:13][CH3:14])=[O:12])[CH:8]=[CH:7][C:5]=3[N:6]=2)[CH2:27][CH2:26][NH:25][CH2:24][CH2:23]1. (4) Given the reactants C(=O)([O-])[O-].[K+].[K+].[Cl:7][C:8]1[CH:13]=[CH:12][C:11]([C:14]2[O:22][C:21]3[CH:20]=[CH:19][N:18]([C:23]4[CH:28]=[CH:27][CH:26]=[C:25]([OH:29])[CH:24]=4)[C:17](=[O:30])[C:16]=3[CH:15]=2)=[CH:10][CH:9]=1.Br[CH2:32][CH2:33][C:34]([CH3:37])([CH3:36])[CH3:35], predict the reaction product. The product is: [Cl:7][C:8]1[CH:9]=[CH:10][C:11]([C:14]2[O:22][C:21]3[CH:20]=[CH:19][N:18]([C:23]4[CH:28]=[CH:27][CH:26]=[C:25]([O:29][CH2:32][CH2:33][C:34]([CH3:37])([CH3:36])[CH3:35])[CH:24]=4)[C:17](=[O:30])[C:16]=3[CH:15]=2)=[CH:12][CH:13]=1. (5) Given the reactants [C:1]1([CH2:7][C:8](Cl)=[O:9])[CH:6]=[CH:5][CH:4]=[CH:3][CH:2]=1.[NH2:11][C@H:12]([C:14]([OH:16])=[O:15])[CH3:13], predict the reaction product. The product is: [C:1]1([CH2:7][C:8]([NH:11][C@H:12]([C:14]([OH:16])=[O:15])[CH3:13])=[O:9])[CH:6]=[CH:5][CH:4]=[CH:3][CH:2]=1. (6) Given the reactants Cl[CH2:2][CH2:3][O:4][C:5]1[CH:10]=[CH:9][C:8]([C:11]([C:22]2[CH:27]=[CH:26][C:25]([OH:28])=[CH:24][CH:23]=2)=[C:12]([C:15]2[N:20]=[CH:19][C:18]([OH:21])=[CH:17][CH:16]=2)[CH2:13][CH3:14])=[CH:7][CH:6]=1.[CH3:29][NH2:30], predict the reaction product. The product is: [OH:28][C:25]1[CH:26]=[CH:27][C:22]([C:11]([C:8]2[CH:9]=[CH:10][C:5]([O:4][CH2:3][CH2:2][NH:30][CH3:29])=[CH:6][CH:7]=2)=[C:12]([C:15]2[N:20]=[CH:19][C:18]([OH:21])=[CH:17][CH:16]=2)[CH2:13][CH3:14])=[CH:23][CH:24]=1. (7) Given the reactants [CH2:1]([N:5]1[C:13]2[N:12]=[CH:11][NH:10][C:9]=2[C:8](=[O:14])[N:7]2[C:15]([CH2:18]Cl)=[N:16][N:17]=[C:6]12)[CH2:2][CH2:3][CH3:4].[CH3:20][OH:21], predict the reaction product. The product is: [CH2:1]([N:5]1[C:13]2[N:12]=[CH:11][NH:10][C:9]=2[C:8](=[O:14])[N:7]2[C:15]([CH2:18][O:21][CH3:20])=[N:16][N:17]=[C:6]12)[CH2:2][CH2:3][CH3:4]. (8) Given the reactants C[O:2][C:3]([C:5]1[CH:6]=[CH:7][C:8]([O:27][CH3:28])=[C:9]2[C:14]=1[CH2:13][N:12]([C:15](=[O:26])[CH2:16][C:17]1[CH:22]=[CH:21][C:20]([CH:23]([CH3:25])[CH3:24])=[CH:19][CH:18]=1)[CH2:11][CH2:10]2)=[O:4].[OH-].[Li+].O, predict the reaction product. The product is: [CH:23]([C:20]1[CH:21]=[CH:22][C:17]([CH2:16][C:15]([N:12]2[CH2:11][CH2:10][C:9]3[C:14](=[C:5]([C:3]([OH:4])=[O:2])[CH:6]=[CH:7][C:8]=3[O:27][CH3:28])[CH2:13]2)=[O:26])=[CH:18][CH:19]=1)([CH3:25])[CH3:24].